From a dataset of NCI-60 drug combinations with 297,098 pairs across 59 cell lines. Regression. Given two drug SMILES strings and cell line genomic features, predict the synergy score measuring deviation from expected non-interaction effect. (1) Drug 1: CC1=C(C=C(C=C1)NC(=O)C2=CC=C(C=C2)CN3CCN(CC3)C)NC4=NC=CC(=N4)C5=CN=CC=C5. Drug 2: C#CCC(CC1=CN=C2C(=N1)C(=NC(=N2)N)N)C3=CC=C(C=C3)C(=O)NC(CCC(=O)O)C(=O)O. Cell line: EKVX. Synergy scores: CSS=1.56, Synergy_ZIP=0.838, Synergy_Bliss=1.97, Synergy_Loewe=3.64, Synergy_HSA=0.334. (2) Drug 1: CNC(=O)C1=NC=CC(=C1)OC2=CC=C(C=C2)NC(=O)NC3=CC(=C(C=C3)Cl)C(F)(F)F. Drug 2: C(CCl)NC(=O)N(CCCl)N=O. Cell line: HCT-15. Synergy scores: CSS=-0.921, Synergy_ZIP=6.63, Synergy_Bliss=6.97, Synergy_Loewe=-7.10, Synergy_HSA=-4.53. (3) Drug 1: COC1=NC(=NC2=C1N=CN2C3C(C(C(O3)CO)O)O)N. Drug 2: CCC1=C2CN3C(=CC4=C(C3=O)COC(=O)C4(CC)O)C2=NC5=C1C=C(C=C5)O. Cell line: HCT116. Synergy scores: CSS=50.2, Synergy_ZIP=0.578, Synergy_Bliss=2.07, Synergy_Loewe=-72.1, Synergy_HSA=-3.37. (4) Synergy scores: CSS=10.7, Synergy_ZIP=-4.06, Synergy_Bliss=0.879, Synergy_Loewe=-8.66, Synergy_HSA=-0.194. Cell line: EKVX. Drug 1: CC1=C(C(CCC1)(C)C)C=CC(=CC=CC(=CC(=O)O)C)C. Drug 2: CC12CCC3C(C1CCC2OP(=O)(O)O)CCC4=C3C=CC(=C4)OC(=O)N(CCCl)CCCl.[Na+]. (5) Drug 1: C1=CC(=CC=C1CCCC(=O)O)N(CCCl)CCCl. Drug 2: C1CN(P(=O)(OC1)NCCCl)CCCl. Cell line: HOP-92. Synergy scores: CSS=20.1, Synergy_ZIP=-8.42, Synergy_Bliss=-7.61, Synergy_Loewe=-18.4, Synergy_HSA=-8.96. (6) Drug 1: CC1=C2C(C(=O)C3(C(CC4C(C3C(C(C2(C)C)(CC1OC(=O)C(C(C5=CC=CC=C5)NC(=O)OC(C)(C)C)O)O)OC(=O)C6=CC=CC=C6)(CO4)OC(=O)C)OC)C)OC. Drug 2: CCCCC(=O)OCC(=O)C1(CC(C2=C(C1)C(=C3C(=C2O)C(=O)C4=C(C3=O)C=CC=C4OC)O)OC5CC(C(C(O5)C)O)NC(=O)C(F)(F)F)O. Cell line: NCI-H522. Synergy scores: CSS=52.9, Synergy_ZIP=12.7, Synergy_Bliss=12.9, Synergy_Loewe=-9.04, Synergy_HSA=13.2.